Dataset: Catalyst prediction with 721,799 reactions and 888 catalyst types from USPTO. Task: Predict which catalyst facilitates the given reaction. (1) Reactant: [OH:1][C:2]1[C:11]2[CH:10]=[C:9]([O:12][CH3:13])[N:8]=[N:7][C:6]=2[N:5]([CH3:14])[C:4](=[O:15])[C:3]=1[C:16]([O:18]C)=O.ClC1N=NC2N(C)C(=O)[C:29]([C:32]([O:34]C)=[O:33])=C(O)C=2C=1.C[O-].[Na+].[NH3:41]. Product: [OH:1][C:2]1[C:11]2[CH:10]=[C:9]([O:12][CH3:13])[N:8]=[N:7][C:6]=2[N:5]([CH3:14])[C:4](=[O:15])[C:3]=1[C:16]([NH:41][CH2:29][C:32]([OH:34])=[O:33])=[O:18]. The catalyst class is: 5. (2) Reactant: [Br:1][C:2]1[CH:3]=[C:4]2[C:8](=[CH:9][CH:10]=1)[CH:7]([CH3:11])[N:6](C(=O)C(C)(C)C)[CH2:5]2.[OH-].[Na+]. Product: [Br:1][C:2]1[CH:3]=[C:4]2[C:8](=[CH:9][CH:10]=1)[CH:7]([CH3:11])[NH:6][CH2:5]2. The catalyst class is: 33. (3) Reactant: [CH2:1]([Si:3]([CH2:20][CH3:21])([CH2:18][CH3:19])[O:4][CH:5]1[CH2:16][CH2:15][CH2:14][CH2:13][CH2:12][CH:11]([OH:17])[CH2:10][CH2:9][CH2:8][CH2:7][CH2:6]1)[CH3:2].C([O-])([O-])=O.[K+].[K+].[CH3:28][C:29](OC(C)=O)=[O:30]. Product: [C:29]([O:17][CH:11]1[CH2:12][CH2:13][CH2:14][CH2:15][CH2:16][CH:5]([O:4][Si:3]([CH2:18][CH3:19])([CH2:1][CH3:2])[CH2:20][CH3:21])[CH2:6][CH2:7][CH2:8][CH2:9][CH2:10]1)(=[O:30])[CH3:28]. The catalyst class is: 172. (4) Reactant: [CH3:1][CH:2]([NH:4][C:5]1[CH:9]=[C:8]([C:10]2[CH:15]=[CH:14][N:13]=[CH:12][CH:11]=2)[S:7][C:6]=1[C:16]([NH2:18])=[O:17])[CH3:3].CO[C:21]([CH3:23])=[CH2:22]. Product: [CH3:3][C:2]1([CH3:1])[N:4]([CH:21]([CH3:23])[CH3:22])[C:5]2[CH:9]=[C:8]([C:10]3[CH:15]=[CH:14][N:13]=[CH:12][CH:11]=3)[S:7][C:6]=2[C:16](=[O:17])[NH:18]1. The catalyst class is: 15. (5) Reactant: [I-].[CH3:2][O:3][C:4](=[O:29])[CH2:5][C:6]1[C:15]2[C:10](=[CH:11][CH:12]=[CH:13][CH:14]=2)[C:9]([S+:16]([C:23]2[CH:28]=[CH:27][CH:26]=[CH:25][CH:24]=2)[C:17]2[CH:22]=[CH:21][CH:20]=[CH:19][CH:18]=2)=[CH:8][CH:7]=1.[F:30][C:31]([F:43])([S:39]([O-:42])(=[O:41])=[O:40])[CH2:32][O:33][C:34](=[O:38])[C:35]([CH3:37])=[CH2:36].C([NH+](CC)CC)C.O. Product: [F:43][C:31]([F:30])([S:39]([O-:42])(=[O:41])=[O:40])[CH2:32][O:33][C:34](=[O:38])[C:35]([CH3:37])=[CH2:36].[CH3:2][O:3][C:4](=[O:29])[CH2:5][C:6]1[C:15]2[C:10](=[CH:11][CH:12]=[CH:13][CH:14]=2)[C:9]([S+:16]([C:17]2[CH:18]=[CH:19][CH:20]=[CH:21][CH:22]=2)[C:23]2[CH:24]=[CH:25][CH:26]=[CH:27][CH:28]=2)=[CH:8][CH:7]=1. The catalyst class is: 2.